Predict the reactants needed to synthesize the given product. From a dataset of Full USPTO retrosynthesis dataset with 1.9M reactions from patents (1976-2016). (1) Given the product [Cl:23][C:24]1[C:29]([C:30]([NH:18][C:13]2[CH:14]=[CH:15][CH:16]=[C:17]3[C:12]=2[N:11]=[CH:10][CH:9]=[C:8]3[O:7][C:6]2[CH:19]=[CH:20][C:3]([C:2]([F:1])([F:21])[F:22])=[CH:4][CH:5]=2)=[O:31])=[C:28]([F:33])[C:27]([CH2:34][NH:35][C:36](=[O:41])[C:37]([CH3:39])([CH3:38])[CH3:40])=[CH:26][CH:25]=1, predict the reactants needed to synthesize it. The reactants are: [F:1][C:2]([F:22])([F:21])[C:3]1[CH:20]=[CH:19][C:6]([O:7][C:8]2[C:17]3[C:12](=[C:13]([NH2:18])[CH:14]=[CH:15][CH:16]=3)[N:11]=[CH:10][CH:9]=2)=[CH:5][CH:4]=1.[Cl:23][C:24]1[C:29]([C:30](O)=[O:31])=[C:28]([F:33])[C:27]([CH2:34][NH:35][C:36](=[O:41])[C:37]([CH3:40])([CH3:39])[CH3:38])=[CH:26][CH:25]=1.C(Cl)(=O)C(Cl)=O.CCN(C(C)C)C(C)C. (2) The reactants are: Cl.Cl.[N:3]1[CH:4]=[CH:5][N:6]2[C:11]=1[C:10]([NH:12][C:13]1[CH:18]=[CH:17][C:16]([NH2:19])=[CH:15][CH:14]=1)=[CH:9][CH:8]=[N:7]2.CCOC1C=CC(N)=CC=1.[F:30][C:31]1[CH:36]=[CH:35][C:34]([N:37]2[CH:42]=[CH:41][CH:40]=[C:39]([C:43](O)=[O:44])[C:38]2=[O:46])=[CH:33][CH:32]=1.CCN=C=NCCCN(C)C.C1C=CC2N(O)N=NC=2C=1. Given the product [F:30][C:31]1[CH:36]=[CH:35][C:34]([N:37]2[CH:42]=[CH:41][CH:40]=[C:39]([C:43]([NH:19][C:16]3[CH:17]=[CH:18][C:13]([NH:12][C:10]4[C:11]5[N:6]([CH:5]=[CH:4][N:3]=5)[N:7]=[CH:8][CH:9]=4)=[CH:14][CH:15]=3)=[O:44])[C:38]2=[O:46])=[CH:33][CH:32]=1, predict the reactants needed to synthesize it. (3) Given the product [CH2:23]([O:22][C:9]1[CH:10]=[C:11](/[CH:14]=[C:15](\[O:20][CH3:21])/[C:16]([O:18][CH3:19])=[O:17])[CH:12]=[CH:13][C:8]=1[C:4]1[CH:5]=[CH:6][CH:7]=[C:2]([NH:1][C:35]([NH:34][CH2:27][CH2:28][CH2:29][CH2:30][CH2:31][CH2:32][CH3:33])=[O:36])[CH:3]=1)[CH2:24][CH2:25][CH3:26], predict the reactants needed to synthesize it. The reactants are: [NH2:1][C:2]1[CH:3]=[C:4]([C:8]2[CH:13]=[CH:12][C:11](/[CH:14]=[C:15](\[O:20][CH3:21])/[C:16]([O:18][CH3:19])=[O:17])=[CH:10][C:9]=2[O:22][CH2:23][CH2:24][CH2:25][CH3:26])[CH:5]=[CH:6][CH:7]=1.[CH2:27]([N:34]=[C:35]=[O:36])[CH2:28][CH2:29][CH2:30][CH2:31][CH2:32][CH3:33]. (4) Given the product [CH:1]1([C:4]2[NH:8][N:7]=[C:6]([NH:9][C:10]3[C:11]4[CH2:26][CH2:25][CH2:24][C:12]=4[N:13]=[C:14]([N:16]4[CH2:20][CH2:19][CH2:18][CH:17]4[C:21]([NH:27][C:28]4[CH:29]=[N:30][CH:31]=[CH:32][CH:33]=4)=[O:23])[N:15]=3)[CH:5]=2)[CH2:3][CH2:2]1, predict the reactants needed to synthesize it. The reactants are: [CH:1]1([C:4]2[NH:8][N:7]=[C:6]([NH:9][C:10]3[C:11]4[CH2:26][CH2:25][CH2:24][C:12]=4[N:13]=[C:14]([N:16]4[CH2:20][CH2:19][CH2:18][CH:17]4[C:21]([OH:23])=O)[N:15]=3)[CH:5]=2)[CH2:3][CH2:2]1.[NH2:27][C:28]1[CH:29]=[N:30][CH:31]=[CH:32][CH:33]=1.CN(C(ON1N=NC2C=CC=NC1=2)=[N+](C)C)C.F[P-](F)(F)(F)(F)F.CCN(C(C)C)C(C)C. (5) Given the product [CH3:1][O:2][C:3]1[CH:8]=[CH:7][C:6]([NH:9][C:10]2[C:19]3[C:14](=[CH:15][CH:16]=[C:17]([C:20](=[O:23])[NH:21][CH3:22])[CH:18]=3)[N:13]=[CH:12][C:11]=2[C:24]([O:26][CH2:37][O:38][C:39](=[O:41])[CH3:40])=[O:25])=[CH:5][CH:4]=1, predict the reactants needed to synthesize it. The reactants are: [CH3:1][O:2][C:3]1[CH:8]=[CH:7][C:6]([NH:9][C:10]2[C:19]3[C:14](=[CH:15][CH:16]=[C:17]([C:20](=[O:23])[NH:21][CH3:22])[CH:18]=3)[N:13]=[CH:12][C:11]=2[C:24]([OH:26])=[O:25])=[CH:5][CH:4]=1.C(N(CC)C(C)C)(C)C.Cl[CH2:37][O:38][C:39](=[O:41])[CH3:40]. (6) Given the product [N+:1]([C:4](=[CH2:10])[C:5]([NH:6][C:15]1[CH:16]=[CH:17][CH:18]=[CH:19][CH:20]=1)=[O:37])([O-:3])=[O:2], predict the reactants needed to synthesize it. The reactants are: [N+:1]([C:4]1[CH:10]=CC=C[C:5]=1[NH2:6])([O-:3])=[O:2].C([C:15]1[CH:20]=[C:19](C)[CH:18]=[C:17](C(C)(C)C)[C:16]=1O)(C)(C)C.C(N(CC)CC)C.C(Cl)(=[O:37])C=C.